From a dataset of Forward reaction prediction with 1.9M reactions from USPTO patents (1976-2016). Predict the product of the given reaction. (1) Given the reactants Cl[CH2:2][C:3]([CH3:7])([CH3:6])[CH2:4][OH:5].[Na+].[I-].[N-:10]=[N+:11]=[N-:12].[Na+], predict the reaction product. The product is: [N:10]([CH2:2][C:3]([CH3:7])([CH3:6])[CH2:4][OH:5])=[N+:11]=[N-:12]. (2) Given the reactants [OH-:1].[Na+].[Br:3][C:4]1[CH:9]=[CH:8][C:7]([CH2:10][C:11]#N)=[C:6]([F:13])[CH:5]=1.C[OH:15], predict the reaction product. The product is: [Br:3][C:4]1[CH:9]=[CH:8][C:7]([CH2:10][C:11]([OH:15])=[O:1])=[C:6]([F:13])[CH:5]=1. (3) Given the reactants C(N(CC)CC)C.[OH:8]/[N:9]=[C:10](\[NH2:20])/[CH2:11][C:12]1[CH:17]=[CH:16][C:15]([I:18])=[C:14]([CH3:19])[CH:13]=1.Cl[C:22]([O:24][C:25]1[CH:30]=[CH:29][CH:28]=[CH:27][CH:26]=1)=[O:23], predict the reaction product. The product is: [OH:8]/[N:9]=[C:10](\[NH:20][C:22](=[O:23])[O:24][C:25]1[CH:30]=[CH:29][CH:28]=[CH:27][CH:26]=1)/[CH2:11][C:12]1[CH:17]=[CH:16][C:15]([I:18])=[C:14]([CH3:19])[CH:13]=1.